The task is: Predict the reactants needed to synthesize the given product.. This data is from Full USPTO retrosynthesis dataset with 1.9M reactions from patents (1976-2016). (1) Given the product [F:40][C:2]([F:1])([F:39])[C@H:3]([N:26]1[CH2:30][CH2:29][C@H:28]([NH2:31])[CH2:27]1)[C:4]1[CH:5]=[CH:6][C:7]2[N:8]([C:10]([C:13]3[CH:22]=[CH:21][C:20]4[C:15](=[CH:16][C:17]([O:24][CH3:25])=[C:18]([F:23])[CH:19]=4)[N:14]=3)=[N:11][N:12]=2)[CH:9]=1, predict the reactants needed to synthesize it. The reactants are: [F:1][C:2]([F:40])([F:39])[C@H:3]([N:26]1[CH2:30][CH2:29][C@H:28]([NH:31]C(=O)OC(C)(C)C)[CH2:27]1)[C:4]1[CH:5]=[CH:6][C:7]2[N:8]([C:10]([C:13]3[CH:22]=[CH:21][C:20]4[C:15](=[CH:16][C:17]([O:24][CH3:25])=[C:18]([F:23])[CH:19]=4)[N:14]=3)=[N:11][N:12]=2)[CH:9]=1. (2) The reactants are: [CH3:1][O:2][C:3]1[CH:8]=[CH:7][C:6]([CH2:9][C:10]([OH:12])=O)=[C:5]([C:13]([F:16])([F:15])[F:14])[CH:4]=1.[NH2:17][C:18]1[CH:27]=[CH:26][C:21]([C:22]([O:24]C)=[O:23])=[C:20]([O:28][CH3:29])[CH:19]=1.CN(C(ON1N=NC2C=CC=NC1=2)=[N+](C)C)C.F[P-](F)(F)(F)(F)F.[Li+].[OH-].Cl. Given the product [CH3:29][O:28][C:20]1[CH:19]=[C:18]([NH:17][C:10](=[O:12])[CH2:9][C:6]2[CH:7]=[CH:8][C:3]([O:2][CH3:1])=[CH:4][C:5]=2[C:13]([F:16])([F:15])[F:14])[CH:27]=[CH:26][C:21]=1[C:22]([OH:24])=[O:23], predict the reactants needed to synthesize it. (3) Given the product [Cl:1][C:2]1[CH:18]=[CH:17][C:5]2[N:6]([CH2:9][CH2:10][CH2:11][N:34]3[CH2:35][CH2:36][C:31]([CH2:30][C:29]4[CH:28]=[CH:27][C:26]([Cl:25])=[CH:41][CH:40]=4)([OH:39])[C:32]([CH3:38])([CH3:37])[CH2:33]3)[CH:7]=[N:8][C:4]=2[CH:3]=1, predict the reactants needed to synthesize it. The reactants are: [Cl:1][C:2]1[CH:18]=[CH:17][C:5]2[N:6]([CH2:9][CH2:10][CH2:11]OS(C)(=O)=O)[CH:7]=[N:8][C:4]=2[CH:3]=1.C([O-])([O-])=O.[K+].[K+].[Cl:25][C:26]1[CH:41]=[CH:40][C:29]([CH2:30][C:31]2([OH:39])[CH2:36][CH2:35][NH:34][CH2:33][C:32]2([CH3:38])[CH3:37])=[CH:28][CH:27]=1.